Dataset: Forward reaction prediction with 1.9M reactions from USPTO patents (1976-2016). Task: Predict the product of the given reaction. (1) Given the reactants [C:1]([C:5]1[CH:6]=[C:7]([C:15](=[O:17])[CH3:16])[CH:8]=[C:9]([CH2:11][O:12][CH2:13][CH3:14])[CH:10]=1)([CH3:4])([CH3:3])[CH3:2].[Br-:18].[Br-].[Br-].C1([N+](C)(C)C)C=CC=CC=1.C1([N+](C)(C)C)C=CC=CC=1.C1([N+](C)(C)C)C=CC=CC=1, predict the reaction product. The product is: [Br:18][CH2:16][C:15]([C:7]1[CH:8]=[C:9]([CH2:11][O:12][CH2:13][CH3:14])[CH:10]=[C:5]([C:1]([CH3:2])([CH3:4])[CH3:3])[CH:6]=1)=[O:17]. (2) Given the reactants [SH:1][C:2]1[N:3]([CH2:7][C:8]([O:10]CC)=[O:9])[CH:4]=[CH:5][N:6]=1.CO.[Li+].[OH-].Cl, predict the reaction product. The product is: [SH:1][C:2]1[N:3]([CH2:7][C:8]([OH:10])=[O:9])[CH:4]=[CH:5][N:6]=1. (3) Given the reactants C([S:8][CH2:9][CH:10]([N:20]([CH2:42][CH2:43][C:44]1[CH:49]=[CH:48][CH:47]=[CH:46][CH:45]=1)[C:21](=[O:41])[NH:22][C@@H:23]([CH2:34][C:35]1[CH:40]=[CH:39][CH:38]=[CH:37][CH:36]=1)[C:24]([O:26]CC1C=CC=CC=1)=[O:25])[CH2:11][S:12]CC1C=CC=CC=1)C1C=CC=CC=1.N.C(=O)=O.CO.[Na].[Cl-].[NH4+], predict the reaction product. The product is: [SH:8][CH2:9][CH:10]([N:20]([CH2:42][CH2:43][C:44]1[CH:49]=[CH:48][CH:47]=[CH:46][CH:45]=1)[C:21](=[O:41])[NH:22][C@@H:23]([CH2:34][C:35]1[CH:36]=[CH:37][CH:38]=[CH:39][CH:40]=1)[C:24]([OH:26])=[O:25])[CH2:11][SH:12]. (4) Given the reactants Cl[C:2]1[N:3]([CH3:13])[C:4]2[C:9]([C:10]=1[CH:11]=[O:12])=[CH:8][CH:7]=[CH:6][CH:5]=2.[NH:14]1[CH2:19][CH2:18][NH:17][CH2:16][CH2:15]1, predict the reaction product. The product is: [N:14]1([C:2]2[N:3]([CH3:13])[C:4]3[C:9]([C:10]=2[CH:11]=[O:12])=[CH:8][CH:7]=[CH:6][CH:5]=3)[CH2:19][CH2:18][NH:17][CH2:16][CH2:15]1. (5) Given the reactants [NH2:1][C:2]1[CH:3]=[CH:4][C:5]([Cl:13])=[C:6]2[C:11]=1[CH2:10][CH:9]([OH:12])[CH2:8][CH2:7]2.Cl[C:15]1[N:20]=[CH:19][N:18]=[C:17]([C:21]2[CH:26]=[CH:25][C:24]([C:27]([F:30])([F:29])[F:28])=[CH:23][C:22]=2[NH:31]C(=O)OC(C)(C)C)[CH:16]=1, predict the reaction product. The product is: [NH2:31][C:22]1[CH:23]=[C:24]([C:27]([F:28])([F:29])[F:30])[CH:25]=[CH:26][C:21]=1[C:17]1[N:18]=[CH:19][N:20]=[C:15]([NH:1][C:2]2[CH:3]=[CH:4][C:5]([Cl:13])=[C:6]3[C:11]=2[CH2:10][CH:9]([OH:12])[CH2:8][CH2:7]3)[CH:16]=1. (6) Given the reactants [Br:1][C:2]1[CH:3]=[C:4]([NH2:8])[CH:5]=[N:6][CH:7]=1.[F:9][C:10]([F:28])([F:27])[C:11]1[CH:12]=[CH:13][C:14]([NH:17][C:18]2[CH:19]=[C:20]([CH:24]=[CH:25][N:26]=2)[C:21](O)=[O:22])=[N:15][CH:16]=1.CCN(C(C)C)C(C)C.CCCP1(OP(CCC)(=O)OP(CCC)(=O)O1)=O, predict the reaction product. The product is: [Br:1][C:2]1[CH:3]=[C:4]([NH:8][C:21](=[O:22])[C:20]2[CH:24]=[CH:25][N:26]=[C:18]([NH:17][C:14]3[CH:13]=[CH:12][C:11]([C:10]([F:28])([F:27])[F:9])=[CH:16][N:15]=3)[CH:19]=2)[CH:5]=[N:6][CH:7]=1. (7) Given the reactants [NH2:1][C:2]1[S:6][C:5]([C:7]([O:9][CH3:10])=[O:8])=[C:4]([O:11][C@@H:12]([C:14]2[CH:19]=[CH:18][CH:17]=[CH:16][C:15]=2[C:20]([F:23])([F:22])[F:21])[CH3:13])[CH:3]=1.Br[C:25]1[CH:30]=[C:29]([O:31][CH2:32][C:33]2[CH:38]=[CH:37][C:36]([O:39][CH3:40])=[CH:35][CH:34]=2)[CH:28]=[CH:27][C:26]=1[N+:41]([O-:43])=[O:42], predict the reaction product. The product is: [CH3:40][O:39][C:36]1[CH:35]=[CH:34][C:33]([CH2:32][O:31][C:29]2[CH:30]=[CH:25][C:26]([N+:41]([O-:43])=[O:42])=[C:27]([NH:1][C:2]3[S:6][C:5]([C:7]([O:9][CH3:10])=[O:8])=[C:4]([O:11][C@@H:12]([C:14]4[CH:19]=[CH:18][CH:17]=[CH:16][C:15]=4[C:20]([F:23])([F:21])[F:22])[CH3:13])[CH:3]=3)[CH:28]=2)=[CH:38][CH:37]=1.